Dataset: Reaction yield outcomes from USPTO patents with 853,638 reactions. Task: Predict the reaction yield, written as a fraction of the theoretical maximum amount of product (1.0 means a 100% yield; for example, 0.34 means a 34% yield). The reactants are [CH2:1]([N:5]([CH2:45][CH2:46][CH2:47][CH3:48])[C:6]([C:8]1[N:9]=[C:10]([C:21]2[CH:30]=[CH:29][C:24]([C:25]([O:27][CH3:28])=[O:26])=[CH:23][C:22]=2[C:31]([N:33]2[C@H:42]([CH2:43]O)[CH2:41][C:40]3[C:35](=[CH:36][CH:37]=[CH:38][CH:39]=3)[CH2:34]2)=[O:32])[N:11]([CH2:13]CC2C=CC=CC=2)[CH:12]=1)=[O:7])[CH2:2][CH2:3][CH3:4].C(N(CCCC)C(C1N=C(C2C=CC(C(OC)=O)=CC=2C(O)=O)N(C)C=1)=O)CCC.[N:79](C[C@@H]1CC2C(=CC=CC=2)CN1)=[N+:80]=[N-:81]. No catalyst specified. The product is [N:79]([CH2:43][C@@H:42]1[CH2:41][C:40]2[C:35](=[CH:36][CH:37]=[CH:38][CH:39]=2)[CH2:34][N:33]1[C:31]([C:22]1[CH:23]=[C:24]([CH:29]=[CH:30][C:21]=1[C:10]1[N:11]([CH3:13])[CH:12]=[C:8]([C:6](=[O:7])[N:5]([CH2:1][CH2:2][CH2:3][CH3:4])[CH2:45][CH2:46][CH2:47][CH3:48])[N:9]=1)[C:25]([O:27][CH3:28])=[O:26])=[O:32])=[N+:80]=[N-:81]. The yield is 0.910.